Task: Predict the reaction yield, written as a fraction of the theoretical maximum amount of product (1.0 means a 100% yield; for example, 0.34 means a 34% yield).. Dataset: Reaction yield outcomes from USPTO patents with 853,638 reactions (1) The reactants are Br[C:2]1[CH:7]=[CH:6][C:5]2[C:8]3[CH2:14][CH2:13][CH2:12][N:11]([C:15]([O:17][C:18]([CH3:21])([CH3:20])[CH3:19])=[O:16])[CH2:10][C:9]=3[S:22][C:4]=2[CH:3]=1.[CH2:23]([O:30][C:31]1[CH:36]=[CH:35][NH:34][C:33](=[O:37])[CH:32]=1)[C:24]1[CH:29]=[CH:28][CH:27]=[CH:26][CH:25]=1. No catalyst specified. The product is [CH2:23]([O:30][C:31]1[CH:36]=[CH:35][N:34]([C:2]2[CH:7]=[CH:6][C:5]3[C:8]4[CH2:14][CH2:13][CH2:12][N:11]([C:15]([O:17][C:18]([CH3:21])([CH3:20])[CH3:19])=[O:16])[CH2:10][C:9]=4[S:22][C:4]=3[CH:3]=2)[C:33](=[O:37])[CH:32]=1)[C:24]1[CH:25]=[CH:26][CH:27]=[CH:28][CH:29]=1. The yield is 1.00. (2) The reactants are [CH2:1]1[C:7]2[CH:8]=[CH:9][CH:10]=[CH:11][C:6]=2[CH2:5][CH2:4][NH:3][CH2:2]1.[N+:12]([O-])([OH:14])=[O:13].[OH-].[Na+]. The catalyst is OS(O)(=O)=O. The product is [N+:12]([C:9]1[CH:10]=[CH:11][C:6]2[CH2:5][CH2:4][NH:3][CH2:2][CH2:1][C:7]=2[CH:8]=1)([O-:14])=[O:13]. The yield is 0.460. (3) The reactants are N1C=CC=CC=1.[C:7]([O:11][C:12](=[O:25])[NH:13][C:14]1[O:18][N:17]=[C:16]([C:19]([CH3:24])([CH3:23])[CH2:20][NH:21][CH3:22])[CH:15]=1)([CH3:10])([CH3:9])[CH3:8].[C:26](Cl)(=[O:28])[CH3:27]. The catalyst is C1COCC1. The product is [C:7]([O:11][C:12](=[O:25])[NH:13][C:14]1[O:18][N:17]=[C:16]([C:19]([CH3:24])([CH3:23])[CH2:20][N:21]([C:26](=[O:28])[CH3:27])[CH3:22])[CH:15]=1)([CH3:10])([CH3:9])[CH3:8]. The yield is 0.470.